This data is from Ames mutagenicity test results for genotoxicity prediction. The task is: Regression/Classification. Given a drug SMILES string, predict its toxicity properties. Task type varies by dataset: regression for continuous values (e.g., LD50, hERG inhibition percentage) or binary classification for toxic/non-toxic outcomes (e.g., AMES mutagenicity, cardiotoxicity, hepatotoxicity). Dataset: ames. (1) The molecule is CC(=O)ON(OCc1ccc(C(C)(C)C)cc1)C(=O)c1ccccc1. The result is 1 (mutagenic). (2) The compound is COC(C)(C)CC(C)=O. The result is 0 (non-mutagenic).